From a dataset of Reaction yield outcomes from USPTO patents with 853,638 reactions. Predict the reaction yield, written as a fraction of the theoretical maximum amount of product (1.0 means a 100% yield; for example, 0.34 means a 34% yield). The reactants are [C:1]([O:5][C:6]([N:8]1[CH2:11][CH:10]([N:12]([CH3:18])[C@@H:13]([CH3:17])[C:14](O)=[O:15])[CH2:9]1)=[O:7])([CH3:4])([CH3:3])[CH3:2].B.C1COCC1. The catalyst is C1COCC1. The product is [OH:15][CH2:14][C@@H:13]([N:12]([CH3:18])[CH:10]1[CH2:11][N:8]([C:6]([O:5][C:1]([CH3:4])([CH3:3])[CH3:2])=[O:7])[CH2:9]1)[CH3:17]. The yield is 0.320.